From a dataset of Forward reaction prediction with 1.9M reactions from USPTO patents (1976-2016). Predict the product of the given reaction. Given the reactants Br[CH2:2][CH2:3][CH2:4][CH2:5][CH2:6][C:7]1[CH:12]=[CH:11][CH:10]=[CH:9][CH:8]=1.C(=O)([O-])[O-].[K+].[K+].[CH2:19]([O:21][C:22](=[O:50])[CH2:23][C:24]1([CH2:27][CH2:28][CH:29](/[CH:41]=[CH:42]/[C:43]2[CH:48]=[CH:47][CH:46]=[CH:45][C:44]=2[OH:49])[CH2:30][C:31]2[CH:40]=[CH:39][C:34]([C:35]([O:37][CH3:38])=[O:36])=[CH:33][CH:32]=2)[CH2:26][CH2:25]1)[CH3:20], predict the reaction product. The product is: [CH2:19]([O:21][C:22](=[O:50])[CH2:23][C:24]1([CH2:27][CH2:28][CH:29](/[CH:41]=[CH:42]/[C:43]2[CH:48]=[CH:47][CH:46]=[CH:45][C:44]=2[O:49][CH2:2][CH2:3][CH2:4][CH2:5][CH2:6][C:7]2[CH:12]=[CH:11][CH:10]=[CH:9][CH:8]=2)[CH2:30][C:31]2[CH:32]=[CH:33][C:34]([C:35]([O:37][CH3:38])=[O:36])=[CH:39][CH:40]=2)[CH2:25][CH2:26]1)[CH3:20].